Dataset: Peptide-MHC class II binding affinity with 134,281 pairs from IEDB. Task: Regression. Given a peptide amino acid sequence and an MHC pseudo amino acid sequence, predict their binding affinity value. This is MHC class II binding data. (1) The peptide sequence is RTLIGQEKYTDYLTV. The MHC is DRB1_0901 with pseudo-sequence DRB1_0901. The binding affinity (normalized) is 0.316. (2) The peptide sequence is ASRELERFAVNPGLL. The MHC is H-2-IAd with pseudo-sequence H-2-IAd. The binding affinity (normalized) is 0.359.